From a dataset of Reaction yield outcomes from USPTO patents with 853,638 reactions. Predict the reaction yield, written as a fraction of the theoretical maximum amount of product (1.0 means a 100% yield; for example, 0.34 means a 34% yield). (1) The reactants are CC1(C)C(C)(C)OB([C:9]2[CH:14]=[CH:13][C:12]([S:15](OC3C(F)=C(F)C(F)=C(F)C=3F)(=[O:17])=[O:16])=[CH:11][CH:10]=2)O1.CC([N:35]([CH2:39][CH2:40][NH2:41])[C:36](=[O:38])[O-:37])(C)C.Br[C:43]1[CH:48]=[CH:47][N:46]=[C:45]2[N:49]([S:54]([C:57]3[CH:62]=[CH:61][C:60]([CH3:63])=[CH:59][CH:58]=3)(=[O:56])=[O:55])[C:50]([CH2:52][OH:53])=[CH:51][C:44]=12.C(=O)([O-])[O-].[Na+].[Na+]. The catalyst is O1CCOCC1.O.C1C=CC(P(C2C=CC=CC=2)[C-]2C=CC=C2)=CC=1.C1C=CC(P(C2C=CC=CC=2)[C-]2C=CC=C2)=CC=1.Cl[Pd]Cl.[Fe+2].O. The product is [OH:53][CH2:52][C:50]1[N:49]([S:54]([C:57]2[CH:62]=[CH:61][C:60]([CH3:63])=[CH:59][CH:58]=2)(=[O:56])=[O:55])[C:45]2=[N:46][CH:47]=[CH:48][C:43]([C:9]3[CH:10]=[CH:11][C:12]([S:15]([NH:41][CH2:40][CH2:39][NH:35][C:36](=[O:38])[O:37][C:44]([CH3:51])([CH3:45])[CH3:43])(=[O:17])=[O:16])=[CH:13][CH:14]=3)=[C:44]2[CH:51]=1. The yield is 0.710. (2) The reactants are [CH3:1][O:2][C:3]1[CH:4]=[C:5]([CH:25]=[CH:26][C:27]=1[O:28][CH3:29])[C:6]1[O:7][C:8]2[C:13]([C:14](=[O:16])[CH:15]=1)=[C:12]([O:17][CH3:18])[C:11]([O:19][CH3:20])=[C:10]([O:21][CH3:22])[C:9]=2[O:23][CH3:24].[N+:30]([O-])([OH:32])=[O:31].S(=O)(=O)(O)O. The catalyst is S(=O)(=O)(O)O. The product is [N+:30]([C:25]1[CH:26]=[C:27]([O:28][CH3:29])[C:3]([O:2][CH3:1])=[CH:4][C:5]=1[C:6]1[O:7][C:8]2[C:13]([C:14](=[O:16])[CH:15]=1)=[C:12]([O:17][CH3:18])[C:11]([O:19][CH3:20])=[C:10]([O:21][CH3:22])[C:9]=2[O:23][CH3:24])([O-:32])=[O:31]. The yield is 0.350. (3) The reactants are [CH3:1][O:2][C:3]1[CH:4]=[C:5]([CH:20]=[CH:21][C:22]=1[O:23][CH3:24])[C:6]([N:8]1[C:17]2[C:12](=[CH:13][CH:14]=[CH:15][CH:16]=2)[C@H:11](O)[CH2:10][C@@H:9]1[CH3:19])=[O:7].[O:25]1[C:30]2[CH:31]=[CH:32][CH:33]=[CH:34][C:29]=2[NH:28][CH2:27][CH2:26]1. No catalyst specified. The product is [O:25]1[C:30]2[CH:31]=[CH:32][CH:33]=[CH:34][C:29]=2[N:28]([CH:11]2[C:12]3[C:17](=[CH:16][CH:15]=[CH:14][CH:13]=3)[N:8]([C:6](=[O:7])[C:5]3[CH:20]=[CH:21][C:22]([O:23][CH3:24])=[C:3]([O:2][CH3:1])[CH:4]=3)[CH:9]([CH3:19])[CH2:10]2)[CH2:27][CH2:26]1. The yield is 0.590.